This data is from Reaction yield outcomes from USPTO patents with 853,638 reactions. The task is: Predict the reaction yield, written as a fraction of the theoretical maximum amount of product (1.0 means a 100% yield; for example, 0.34 means a 34% yield). (1) The reactants are C(OC(=O)[N:7]([C:16]1[CH:21]=[CH:20][C:19]([C:22]([C:24]2[C:32]3[C:27](=[N:28][CH:29]=[C:30]([Cl:33])[CH:31]=3)[NH:26][CH:25]=2)=[O:23])=[CH:18][N:17]=1)[CH2:8][C:9]1[CH:14]=[CH:13][CH:12]=[CH:11][C:10]=1[F:15])(C)(C)C.FC(F)(F)C(O)=O.C(=O)([O-])[O-].[K+].[K+]. The catalyst is ClCCl. The product is [Cl:33][C:30]1[CH:31]=[C:32]2[C:24]([C:22]([C:19]3[CH:18]=[N:17][C:16]([NH:7][CH2:8][C:9]4[CH:14]=[CH:13][CH:12]=[CH:11][C:10]=4[F:15])=[CH:21][CH:20]=3)=[O:23])=[CH:25][NH:26][C:27]2=[N:28][CH:29]=1. The yield is 0.120. (2) The catalyst is CCOC(C)=O.CN(C)C=O. The product is [CH:24]([O:26][CH2:27][CH2:28][O:29][NH:30][C:20]([C:10]1[C:9]([NH:8][C:5]2[CH:6]=[CH:7][C:2]([Br:1])=[CH:3][C:4]=2[Cl:23])=[C:18]([Cl:19])[C:13]2[N:14]=[CH:15][N:16]([CH3:17])[C:12]=2[CH:11]=1)=[O:22])=[CH2:25]. The yield is 0.850. The reactants are [Br:1][C:2]1[CH:7]=[CH:6][C:5]([NH:8][C:9]2[C:10]([C:20]([OH:22])=O)=[CH:11][C:12]3[N:16]([CH3:17])[CH:15]=[N:14][C:13]=3[C:18]=2[Cl:19])=[C:4]([Cl:23])[CH:3]=1.[CH:24]([O:26][CH2:27][CH2:28][O:29][NH2:30])=[CH2:25].C1C=CC2N(O)N=NC=2C=1.C(N(CC)CC)C.CCN=C=NCCCN(C)C. (3) The reactants are [Si]([O:8][CH2:9][C@:10]12[CH2:26][CH2:25][C:24](=[N:27][O:28][C@H:29]3[CH2:33][CH2:32][NH:31][CH2:30]3)[CH2:23][C@@H:22]1[CH2:21][CH2:20][CH:19]1[CH:11]2[CH2:12][CH2:13][C@@:14]2([CH3:35])[CH:18]1[CH2:17][CH2:16][C:15]2=[O:34])(C(C)(C)C)(C)C.CCCC[N+](CCCC)(CCCC)CCCC.[F-].[Si](OC[C@]12CCC(=O)C[C@@H]1CCC1C2CC[C@@]2(C)C1CCC2=O)(C(C)(C)C)(C)C. The catalyst is C1COCC1. The product is [OH:8][CH2:9][C@:10]12[CH2:26][CH2:25][C:24](=[N:27][O:28][C@H:29]3[CH2:33][CH2:32][NH:31][CH2:30]3)[CH2:23][C@@H:22]1[CH2:21][CH2:20][CH:19]1[CH:11]2[CH2:12][CH2:13][C@@:14]2([CH3:35])[CH:18]1[CH2:17][CH2:16][C:15]2=[O:34]. The yield is 0.650. (4) The reactants are [OH:1]S(O)(=O)=O.[CH2:6]1[O:14][CH:7]1[C:8]1[CH:13]=[CH:12][CH:11]=[CH:10][CH:9]=1. The catalyst is S([O-])(O)(=O)=O.C([N+](CCCC)(CCCC)CCCC)CCC.C(OCC)C. The product is [C:8]1([CH:7]([OH:1])[CH2:6][OH:14])[CH:9]=[CH:10][CH:11]=[CH:12][CH:13]=1. The yield is 0.910. (5) The reactants are [OH:1][C@@H:2]1[C@H:7]([NH:8][C:9](=[O:15])[O:10][C:11]([CH3:14])([CH3:13])[CH3:12])[CH:6]=[C:5]([C:16]2[CH:21]=[CH:20][N:19]=[CH:18][C:17]=2[N+:22]([O-:24])=[O:23])[CH2:4][C@@H:3]1[CH3:25].I[CH2:27][CH3:28]. The catalyst is C1COCC1.[Ag]=O. The product is [CH2:27]([O:1][C@@H:2]1[C@H:7]([NH:8][C:9](=[O:15])[O:10][C:11]([CH3:12])([CH3:13])[CH3:14])[CH:6]=[C:5]([C:16]2[CH:21]=[CH:20][N:19]=[CH:18][C:17]=2[N+:22]([O-:24])=[O:23])[CH2:4][C@@H:3]1[CH3:25])[CH3:28]. The yield is 0.310.